Dataset: CYP2C9 substrate classification data from Carbon-Mangels et al.. Task: Regression/Classification. Given a drug SMILES string, predict its absorption, distribution, metabolism, or excretion properties. Task type varies by dataset: regression for continuous measurements (e.g., permeability, clearance, half-life) or binary classification for categorical outcomes (e.g., BBB penetration, CYP inhibition). Dataset: cyp2c9_substrate_carbonmangels. (1) The drug is Cc1[nH]cnc1CN1CCc2c(c3ccccc3n2C)C1=O. The result is 1 (substrate). (2) The compound is CN1CCC[C@H]1c1cccnc1. The result is 1 (substrate). (3) The compound is Cn1cnc2c1c(=O)[nH]c(=O)n2C. The result is 0 (non-substrate). (4) The molecule is O=C1Nc2ccc(Cl)cc2[C@@](C#CC2CC2)(C(F)(F)F)O1. The result is 0 (non-substrate). (5) The drug is COc1cc2c(cc1OC)C(=O)[C@H](CC1CCN(Cc3ccccc3)CC1)C2. The result is 0 (non-substrate). (6) The drug is CC(C)(C(=O)c1cccnc1)c1cccnc1. The result is 0 (non-substrate). (7) The drug is COc1ncnc(NS(=O)(=O)c2ccc(N)cc2)c1OC. The result is 0 (non-substrate).